Task: Predict which catalyst facilitates the given reaction.. Dataset: Catalyst prediction with 721,799 reactions and 888 catalyst types from USPTO (1) The catalyst class is: 429. Product: [C:1]1([N:7]([CH2:40][CH2:41][CH2:42][OH:43])[C:8]([C:10]2[CH:39]=[CH:38][C:13]3[N:14]([CH3:37])[C:15]([CH2:17][NH:18][C:19]4[CH:24]=[CH:23][C:22]([C:25](=[NH:36])[NH:26][C:27]([O:29][CH2:30][CH2:31][CH2:32][CH2:33][CH2:34][CH3:35])=[O:28])=[CH:21][CH:20]=4)=[N:16][C:12]=3[CH:11]=2)=[O:9])[CH:2]=[CH:3][CH:4]=[CH:5][CH:6]=1. Reactant: [C:1]1([N:7]([CH2:40][CH2:41][CH2:42][O:43]CC2C=CC=CC=2)[C:8]([C:10]2[CH:39]=[CH:38][C:13]3[N:14]([CH3:37])[C:15]([CH2:17][NH:18][C:19]4[CH:24]=[CH:23][C:22]([C:25](=[NH:36])[NH:26][C:27]([O:29][CH2:30][CH2:31][CH2:32][CH2:33][CH2:34][CH3:35])=[O:28])=[CH:21][CH:20]=4)=[N:16][C:12]=3[CH:11]=2)=[O:9])[CH:6]=[CH:5][CH:4]=[CH:3][CH:2]=1. (2) The catalyst class is: 150. Product: [Br:1][C:2]1[C:3]([F:11])=[C:4]([NH2:8])[CH:5]=[CH:6][CH:7]=1. Reactant: [Br:1][C:2]1[CH:7]=[CH:6][CH:5]=[C:4]([N+:8]([O-])=O)[C:3]=1[F:11].CC(O)=O.CCO.[OH-].[Na+]. (3) Reactant: [CH:1]1([C:4]2[C:8]([C:9]#[N:10])=[CH:7][N:6]([C:11]3[CH:12]=[N:13][C:14]([C:17]([F:20])([F:19])[F:18])=[CH:15][CH:16]=3)[N:5]=2)[CH2:3][CH2:2]1. Product: [CH:1]1([C:4]2[C:8]([CH2:9][NH2:10])=[CH:7][N:6]([C:11]3[CH:12]=[N:13][C:14]([C:17]([F:18])([F:20])[F:19])=[CH:15][CH:16]=3)[N:5]=2)[CH2:3][CH2:2]1. The catalyst class is: 227. (4) Reactant: [CH2:1]([NH:9][C:10]1[C:11]([C:24]2[CH:29]=[CH:28][CH:27]=[CH:26][CH:25]=2)=[N:12][C:13]2[C:18]([N:19]=1)=[CH:17][C:16]([C:20]([O:22]C)=[O:21])=[CH:15][CH:14]=2)[CH2:2][C:3]1[CH:8]=[CH:7][CH:6]=[CH:5][CH:4]=1.[OH-].[Na+]. Product: [CH2:1]([NH:9][C:10]1[C:11]([C:24]2[CH:29]=[CH:28][CH:27]=[CH:26][CH:25]=2)=[N:12][C:13]2[C:18]([N:19]=1)=[CH:17][C:16]([C:20]([OH:22])=[O:21])=[CH:15][CH:14]=2)[CH2:2][C:3]1[CH:4]=[CH:5][CH:6]=[CH:7][CH:8]=1. The catalyst class is: 24. (5) Reactant: [CH:1]1([C:6]2[C:14]3[O:13][CH:12]([CH2:15][NH2:16])[CH2:11][C:10]=3[CH:9]=[CH:8][CH:7]=2)[CH2:5][CH2:4][CH2:3][CH2:2]1.C(N(C(C)C)CC)(C)C.Cl[C:27]([O:29][CH2:30][C:31]1[CH:36]=[CH:35][CH:34]=[CH:33][CH:32]=1)=[O:28]. Product: [CH:1]1([C:6]2[C:14]3[O:13][CH:12]([CH2:15][NH:16][C:27](=[O:28])[O:29][CH2:30][C:31]4[CH:36]=[CH:35][CH:34]=[CH:33][CH:32]=4)[CH2:11][C:10]=3[CH:9]=[CH:8][CH:7]=2)[CH2:2][CH2:3][CH2:4][CH2:5]1. The catalyst class is: 7. (6) Reactant: Br[C:2]1[C:3]([NH2:9])=[N:4][CH:5]=[C:6]([F:8])[CH:7]=1.[CH:10]1([O:16][C:17]2[CH:22]=[CH:21][C:20](B(O)O)=[CH:19][CH:18]=2)[CH2:15][CH2:14][CH2:13][CH2:12][CH2:11]1.C(=O)([O-])[O-].[Na+].[Na+].CCOC(C)=O. Product: [CH:17]1([O:16][C:10]2[CH:15]=[CH:14][C:13]([C:2]3[C:3]([NH2:9])=[N:4][CH:5]=[C:6]([F:8])[CH:7]=3)=[CH:12][CH:11]=2)[CH2:22][CH2:21][CH2:20][CH2:19][CH2:18]1. The catalyst class is: 108. (7) Reactant: [Br:1][C:2]1[CH:3]=[CH:4][C:5]([OH:18])=[C:6]([C:8](=[O:17])[CH2:9][C:10]2[CH:15]=[CH:14][CH:13]=[CH:12][C:11]=2[CH3:16])[CH:7]=1.[C:19]([O-])(=O)[CH3:20].[Na+]. Product: [Br:1][C:2]1[CH:7]=[C:6]2[C:5](=[CH:4][CH:3]=1)[O:18][C:19]([CH3:20])=[C:9]([C:10]1[CH:15]=[CH:14][CH:13]=[CH:12][C:11]=1[CH3:16])[C:8]2=[O:17]. The catalyst class is: 152.